From a dataset of Catalyst prediction with 721,799 reactions and 888 catalyst types from USPTO. Predict which catalyst facilitates the given reaction. (1) Reactant: [CH3:1][O:2][C:3]1[CH:8]=[CH:7][C:6]([N+:9]([O-:11])=[O:10])=[CH:5][C:4]=1[N:12]1[CH2:21][CH2:20][C:15]2(OCC[O:16]2)[CH2:14][CH2:13]1.Cl. Product: [CH3:1][O:2][C:3]1[CH:8]=[CH:7][C:6]([N+:9]([O-:11])=[O:10])=[CH:5][C:4]=1[N:12]1[CH2:21][CH2:20][C:15](=[O:16])[CH2:14][CH2:13]1. The catalyst class is: 12. (2) Reactant: [NH2:1][CH:2]([C:7]1[CH:12]=[CH:11][CH:10]=[CH:9][CH:8]=1)[CH2:3][C:4]([OH:6])=[O:5].C([O-])(=O)C.[Na+].C(OC(=O)C)(=O)C. Product: [NH2:1][C@H:2]([CH2:3][C:4]([OH:6])=[O:5])[C:7]1[CH:12]=[CH:11][CH:10]=[CH:9][CH:8]=1. The catalyst class is: 15. (3) Reactant: [NH2:1][C:2]1[C:7]([OH:8])=[CH:6][CH:5]=[CH:4][N:3]=1.[Br:9]Br. Product: [NH2:1][C:2]1[C:7]([OH:8])=[C:6]([Br:9])[CH:5]=[CH:4][N:3]=1. The catalyst class is: 8. (4) Reactant: [Cl:1][C:2]1[C:3]([N:8]2[CH2:13][CH2:12][C:11](=[O:14])[C@H:10]([CH3:15])[CH2:9]2)=[N:4][CH:5]=[CH:6][CH:7]=1.[F:16][C:17]([F:36])([F:35])[S:18](N(C1C=CC=CC=1)[S:18]([C:17]([F:36])([F:35])[F:16])(=[O:20])=[O:19])(=[O:20])=[O:19].C[Si]([N-][Si](C)(C)C)(C)C.[Li+]. Product: [F:16][C:17]([F:36])([F:35])[S:18]([O:14][C:11]1[C@H:10]([CH3:15])[CH2:9][N:8]([C:3]2[C:2]([Cl:1])=[CH:7][CH:6]=[CH:5][N:4]=2)[CH2:13][CH:12]=1)(=[O:20])=[O:19]. The catalyst class is: 7.